Dataset: Full USPTO retrosynthesis dataset with 1.9M reactions from patents (1976-2016). Task: Predict the reactants needed to synthesize the given product. Given the product [Br:1][C:2]1[CH:7]=[CH:6][C:5]([C:8]2[N:9]=[C:10]([C:23]([F:29])([F:28])[C:24]([F:26])([F:27])[F:25])[O:11][C:12]=2[C@@H:13]2[CH2:18][CH2:17][CH2:16][CH2:15][C@H:14]2[C:19]([OH:21])=[O:20])=[CH:4][CH:3]=1, predict the reactants needed to synthesize it. The reactants are: [Br:1][C:2]1[CH:7]=[CH:6][C:5]([C:8]2[N:9]=[C:10]([C:23]([F:29])([F:28])[C:24]([F:27])([F:26])[F:25])[O:11][C:12]=2[C@@H:13]2[CH2:18][CH2:17][CH2:16][CH2:15][C@H:14]2[C:19]([O:21]C)=[O:20])=[CH:4][CH:3]=1.BrC1C=CC(C2N=C(C3C=CC(F)=C(F)C=3)OC=2[C@@H]2CCCC[C@H]2C(O)=O)=CC=1.